Dataset: Catalyst prediction with 721,799 reactions and 888 catalyst types from USPTO. Task: Predict which catalyst facilitates the given reaction. Reactant: C([Li])CCC.CCCCCC.[O:12]([C:30]1[CH:35]=[C:34]([O:36][CH3:37])[CH:33]=[C:32]([O:38][CH3:39])[CH:31]=1)[Si:13]([C:26]([CH3:29])([CH3:28])[CH3:27])([C:20]1[CH:25]=[CH:24][CH:23]=[CH:22][CH:21]=1)[C:14]1[CH:19]=[CH:18][CH:17]=[CH:16][CH:15]=1.CN(C)[CH:42]=[O:43].[Cl-].[NH4+]. Product: [O:12]([C:30]1[CH:35]=[C:34]([O:36][CH3:37])[C:33]([CH:42]=[O:43])=[C:32]([O:38][CH3:39])[CH:31]=1)[Si:13]([C:26]([CH3:28])([CH3:29])[CH3:27])([C:20]1[CH:25]=[CH:24][CH:23]=[CH:22][CH:21]=1)[C:14]1[CH:15]=[CH:16][CH:17]=[CH:18][CH:19]=1. The catalyst class is: 27.